Dataset: Reaction yield outcomes from USPTO patents with 853,638 reactions. Task: Predict the reaction yield, written as a fraction of the theoretical maximum amount of product (1.0 means a 100% yield; for example, 0.34 means a 34% yield). (1) The product is [Cl:8][C:9]1[C:10]([CH:11]=[O:12])=[C:13]([N:37]2[CH2:36][CH2:35][N:34]([C:27]([O:29][C:30]([CH3:33])([CH3:32])[CH3:31])=[O:28])[CH2:39][CH2:38]2)[CH:14]=[CH:15][CH:16]=1. The reactants are CN1CCCC1=O.[Cl:8][C:9]1[CH:16]=[CH:15][CH:14]=[C:13](F)[C:10]=1[CH:11]=[O:12].C(N(CC)C(C)C)(C)C.[C:27]([N:34]1[CH2:39][CH2:38][NH:37][CH2:36][CH2:35]1)([O:29][C:30]([CH3:33])([CH3:32])[CH3:31])=[O:28]. The yield is 0.960. The catalyst is O.CC(C)=O. (2) The reactants are [CH2:1]([N:3]=[C:4]=[O:5])[CH3:2].[N:6]1([CH2:11][CH2:12][CH2:13][NH2:14])[CH2:10][CH2:9][CH2:8][CH2:7]1. The catalyst is C(Cl)(Cl)Cl. The product is [CH2:1]([NH:3][C:4]([NH:14][CH2:13][CH2:12][CH2:11][N:6]1[CH2:10][CH2:9][CH2:8][CH2:7]1)=[O:5])[CH3:2]. The yield is 0.964. (3) The reactants are [CH:1]([C@H:3]1[CH2:8][C@@H:7]2[C@@H:5]([CH2:6]2)[N:4]1[C:9]([O:11][C:12]([CH3:15])([CH3:14])[CH3:13])=[O:10])=O.[OH2:16].[Cl-].O[NH3+:19].C(=O)([O-])[O-].[Na+].[Na+]. The catalyst is CO. The product is [OH:16][N:19]=[CH:1][C@H:3]1[CH2:8][C@@H:7]2[C@@H:5]([CH2:6]2)[N:4]1[C:9]([O:11][C:12]([CH3:15])([CH3:14])[CH3:13])=[O:10]. The yield is 1.00. (4) The reactants are [F:1][CH:2]([F:11])[O:3][C:4]1[CH:10]=[CH:9][C:7]([NH2:8])=[CH:6][CH:5]=1.[N:12]([O-])=O.[Na+].C([O-])(=O)C.[Na+].[C:21]([CH2:24][C:25](=[O:27])[CH3:26])(=[O:23])[CH3:22]. The catalyst is C(O)(=O)C.Cl.O.C(O)C. The product is [F:1][CH:2]([F:11])[O:3][C:4]1[CH:10]=[CH:9][C:7]([NH:8][N:12]=[C:24]([C:25](=[O:27])[CH3:26])[C:21](=[O:23])[CH3:22])=[CH:6][CH:5]=1. The yield is 0.820. (5) The reactants are [C:1]([C:3]([NH:28][C:29](=[O:41])[C:30]1[CH:35]=[CH:34][C:33]([O:36][C:37]([F:40])([F:39])[F:38])=[CH:32][CH:31]=1)([CH3:27])[CH2:4][O:5][C:6]1[CH:7]=[CH:8][C:9]2[CH2:13][O:12][B:11]([OH:14])[C:10]=2[C:15]=1[O:16][CH2:17][CH2:18][NH:19]C(=O)OC(C)(C)C)#[N:2].C(O)(C(F)(F)F)=[O:43]. The catalyst is C(Cl)Cl. The product is [NH2:19][CH2:18][CH2:17][O:16][C:15]1[C:10]2[B:11]([OH:14])[O:12][CH2:13][C:9]=2[CH:8]=[CH:7][C:6]=1[O:5][CH2:4][C:3]([NH:28][C:29](=[O:41])[C:30]1[CH:31]=[CH:32][C:33]([O:36][C:37]([F:39])([F:38])[F:40])=[CH:34][CH:35]=1)([C:1]#[N:2])[CH3:27].[NH2:2][C:1](=[O:43])[C:3]([NH:28][C:29](=[O:41])[C:30]1[CH:35]=[CH:34][C:33]([O:36][C:37]([F:40])([F:38])[F:39])=[CH:32][CH:31]=1)([CH3:27])[CH2:4][O:5][C:6]1[CH:7]=[CH:8][C:9]2[CH2:13][O:12][B:11]([OH:14])[C:10]=2[C:15]=1[O:16][CH2:17][CH2:18][NH2:19]. The yield is 0.333. (6) The reactants are Br[C:2]1[CH:3]=[C:4]([S:8]([NH:11][C:12]2[CH:21]=[CH:20][C:15]([C:16]([O:18][CH3:19])=[O:17])=[C:14]([OH:22])[CH:13]=2)(=[O:10])=[O:9])[S:5][C:6]=1[Cl:7].[C:23]([C:26]1[CH:27]=[C:28](B(O)O)[CH:29]=[CH:30][CH:31]=1)(=[O:25])[CH3:24]. No catalyst specified. The product is [C:23]([C:26]1[CH:31]=[C:30]([C:2]2[CH:3]=[C:4]([S:8]([NH:11][C:12]3[CH:21]=[CH:20][C:15]([C:16]([O:18][CH3:19])=[O:17])=[C:14]([OH:22])[CH:13]=3)(=[O:10])=[O:9])[S:5][C:6]=2[Cl:7])[CH:29]=[CH:28][CH:27]=1)(=[O:25])[CH3:24]. The yield is 0.210. (7) The reactants are [Br:1][C:2]1[C:3](O)=[N:4][CH:5]=[N:6][C:7]=1[C:8]([F:11])([F:10])[F:9].P(Cl)(Cl)([Cl:15])=O. The catalyst is O. The product is [Br:1][C:2]1[C:3]([Cl:15])=[N:4][CH:5]=[N:6][C:7]=1[C:8]([F:11])([F:10])[F:9]. The yield is 0.824.